This data is from Forward reaction prediction with 1.9M reactions from USPTO patents (1976-2016). The task is: Predict the product of the given reaction. (1) Given the reactants Cl[C:2]1[N:3]=[C:4]([N:15]2[CH2:20][CH2:19][O:18][CH2:17][CH2:16]2)[C:5]2[O:10][C:9]3[CH:11]=[CH:12][CH:13]=[CH:14][C:8]=3[C:6]=2[N:7]=1.[NH:21]1[C:29]2[C:24](=[CH:25][C:26](B3OC(C)(C)C(C)(C)O3)=[CH:27][CH:28]=2)[CH:23]=[CH:22]1, predict the reaction product. The product is: [NH:21]1[C:29]2[C:24](=[CH:25][C:26]([C:2]3[N:3]=[C:4]([N:15]4[CH2:20][CH2:19][O:18][CH2:17][CH2:16]4)[C:5]4[O:10][C:9]5[CH:11]=[CH:12][CH:13]=[CH:14][C:8]=5[C:6]=4[N:7]=3)=[CH:27][CH:28]=2)[CH:23]=[CH:22]1. (2) Given the reactants [C:1]1([CH2:9]Br)[C:2]([CH2:7]Br)=[CH:3][CH:4]=[CH:5][CH:6]=1.C([N:13](CC)CC)C.C(O)(=O)[CH2:19][C:20]([CH2:25]C(O)=O)([C:22](O)=O)[OH:21].[CH3:31][N:32]1CCC[C:33]1=[O:37], predict the reaction product. The product is: [CH2:7]1[C:2]2[C:1](=[CH:6][CH:5]=[CH:4][CH:3]=2)[CH2:9][N:13]1[N:32]([CH3:31])[C:33](=[O:37])[O:21][C:20]([CH3:19])([CH3:22])[CH3:25]. (3) Given the reactants C([O:3][C:4]([C:6]1[S:10][C:9]([C:11]2[CH:16]=[CH:15][C:14]([C:17]([F:20])([F:19])[F:18])=[CH:13][CH:12]=2)=[N:8][C:7]=1[CH2:21][N:22]1[CH2:27][CH2:26][CH:25]([C:28]([F:31])([F:30])[F:29])[CH2:24][CH2:23]1)=O)C.[H-].[Al+3].[Li+].[H-].[H-].[H-].O, predict the reaction product. The product is: [F:20][C:17]([F:18])([F:19])[C:14]1[CH:15]=[CH:16][C:11]([C:9]2[S:10][C:6]([CH2:4][OH:3])=[C:7]([CH2:21][N:22]3[CH2:27][CH2:26][CH:25]([C:28]([F:30])([F:29])[F:31])[CH2:24][CH2:23]3)[N:8]=2)=[CH:12][CH:13]=1. (4) Given the reactants Cl.[CH3:2][C:3]1[CH:8]=[C:7]([CH3:9])[CH:6]=[CH:5][C:4]=1[NH:10][NH2:11].[CH3:12][C:13]([CH3:20])([CH3:19])[C:14](=O)[CH2:15][C:16]#[N:17], predict the reaction product. The product is: [C:13]([C:14]1[CH:15]=[C:16]([NH2:17])[N:10]([C:4]2[CH:5]=[CH:6][C:7]([CH3:9])=[CH:8][C:3]=2[CH3:2])[N:11]=1)([CH3:20])([CH3:19])[CH3:12]. (5) The product is: [OH:19][C:14]1[CH:15]=[CH:16][CH:17]=[CH:18][C:13]=1[C:11]1[N:12]=[C:8]([CH2:7][CH2:6][CH2:5][CH2:4][C:3]([OH:21])=[O:2])[S:9][CH:10]=1. Given the reactants C[O:2][C:3](=[O:21])[CH2:4][CH2:5][CH2:6][CH2:7][C:8]1[S:9][CH:10]=[C:11]([C:13]2[CH:18]=[CH:17][CH:16]=[CH:15][C:14]=2[O:19]C)[N:12]=1.Br.[OH-].[Na+], predict the reaction product. (6) The product is: [CH3:14][C:8]1([CH2:7][O:6][C:5]2[CH:15]=[CH:16][C:2]([B:18]3[O:22][C:21]([CH3:24])([CH3:23])[C:20]([CH3:26])([CH3:25])[O:19]3)=[C:3]([CH3:17])[CH:4]=2)[CH2:11][S:10](=[O:13])(=[O:12])[CH2:9]1. Given the reactants Br[C:2]1[CH:16]=[CH:15][C:5]([O:6][CH2:7][C:8]2([CH3:14])[CH2:11][S:10](=[O:13])(=[O:12])[CH2:9]2)=[CH:4][C:3]=1[CH3:17].[B:18]1([B:18]2[O:22][C:21]([CH3:24])([CH3:23])[C:20]([CH3:26])([CH3:25])[O:19]2)[O:22][C:21]([CH3:24])([CH3:23])[C:20]([CH3:26])([CH3:25])[O:19]1.C(Cl)Cl.C([O-])([O-])=O.[Cs+].[Cs+], predict the reaction product. (7) Given the reactants [C:1]([C:3]1[CH:8]=[CH:7][C:6]([CH:9]2[C:14]([C:15]([O:17][CH2:18][CH3:19])=[O:16])=[C:13]([CH3:20])[N:12]([C:21]3[CH:26]=[CH:25][CH:24]=[C:23]([C:27]([F:30])([F:29])[F:28])[CH:22]=3)[C:11](=[S:31])[NH:10]2)=[CH:5][CH:4]=1)#[N:2].Br.Br[CH2:34][C:35]1[CH:40]=[CH:39][N:38]=[CH:37][CH:36]=1.C(=O)([O-])[O-].[K+].[K+], predict the reaction product. The product is: [C:1]([C:3]1[CH:4]=[CH:5][C:6]([CH:9]2[C:14]([C:15]([O:17][CH2:18][CH3:19])=[O:16])=[C:13]([CH3:20])[N:12]([C:21]3[CH:26]=[CH:25][CH:24]=[C:23]([C:27]([F:30])([F:29])[F:28])[CH:22]=3)[C:11]([S:31][CH2:34][C:35]3[CH:40]=[CH:39][N:38]=[CH:37][CH:36]=3)=[N:10]2)=[CH:7][CH:8]=1)#[N:2]. (8) The product is: [Cl:37][C:32]1[CH:33]=[CH:34][CH:35]=[CH:36][C:31]=1[C:26]1[CH:27]=[CH:28][CH:29]=[CH:30][C:25]=1[C@:24]([C@@H:20]1[CH2:21][CH2:22][CH2:23][N:18]([C:16]([O:15][C:11]([CH3:14])([CH3:13])[CH3:12])=[O:17])[CH2:19]1)([OH:38])[CH2:5][CH2:6][CH2:7][CH2:8][O:9][CH3:10]. Given the reactants [Mg].II.Cl[CH2:5][CH2:6][CH2:7][CH2:8][O:9][CH3:10].[C:11]([O:15][C:16]([N:18]1[CH2:23][CH2:22][CH2:21][C@@H:20]([C:24](=[O:38])[C:25]2[CH:30]=[CH:29][CH:28]=[CH:27][C:26]=2[C:31]2[CH:36]=[CH:35][CH:34]=[CH:33][C:32]=2[Cl:37])[CH2:19]1)=[O:17])([CH3:14])([CH3:13])[CH3:12], predict the reaction product. (9) The product is: [CH2:19]([NH:26][C:16]([C:7]1[CH:8]=[CH:9][C:10]2[C:15](=[CH:14][CH:13]=[CH:12][CH:11]=2)[C:6]=1[Br:5])=[O:18])[C:20]1[CH:25]=[CH:24][CH:23]=[CH:22][CH:21]=1. Given the reactants O=S(Cl)Cl.[Br:5][C:6]1[C:15]2[C:10](=[CH:11][CH:12]=[CH:13][CH:14]=2)[CH:9]=[CH:8][C:7]=1[C:16]([OH:18])=O.[CH2:19]([NH2:26])[C:20]1[CH:25]=[CH:24][CH:23]=[CH:22][CH:21]=1.CCN(CC)CC, predict the reaction product. (10) Given the reactants C1(C)C=CC(S([N:10]2[CH2:14][CH2:13][CH:12]([S:15][C:16]3[CH:21]=[CH:20][C:19]([OH:22])=[CH:18][CH:17]=3)[CH2:11]2)(=O)=O)=CC=1.C1(O)C=CC=CC=1.[BrH:31], predict the reaction product. The product is: [BrH:31].[NH:10]1[CH2:14][CH2:13][CH:12]([S:15][C:16]2[CH:21]=[CH:20][C:19]([OH:22])=[CH:18][CH:17]=2)[CH2:11]1.